This data is from Reaction yield outcomes from USPTO patents with 853,638 reactions. The task is: Predict the reaction yield, written as a fraction of the theoretical maximum amount of product (1.0 means a 100% yield; for example, 0.34 means a 34% yield). (1) The reactants are C1(P(C2C=CC=CC=2)C2C=CC=CC=2)C=CC=CC=1.BrN1C(=O)CCC1=O.[Cl:28][C:29]1[CH:34]=[CH:33][C:32]([CH:35]([CH2:39][CH:40]2[CH2:44][CH2:43][CH2:42][CH2:41]2)[C:36]([OH:38])=O)=[CH:31][C:30]=1[N+:45]([O-:47])=[O:46].[NH2:48][C:49]1[S:50][CH:51]=[CH:52][N:53]=1. The catalyst is C(Cl)Cl. The product is [Cl:28][C:29]1[CH:34]=[CH:33][C:32]([CH:35]([CH2:39][CH:40]2[CH2:44][CH2:43][CH2:42][CH2:41]2)[C:36]([NH:48][C:49]2[S:50][CH:51]=[CH:52][N:53]=2)=[O:38])=[CH:31][C:30]=1[N+:45]([O-:47])=[O:46]. The yield is 0.730. (2) The reactants are FC(F)(F)S(O[C:7]1[C:16]2[C:11](=[CH:12][N:13]=[C:14]([Cl:17])[CH:15]=2)[N:10]=[CH:9][CH:8]=1)(=O)=O.[NH:20]1[CH2:25][CH2:24][CH2:23][C@H:22]([NH:26][C:27](=[O:33])[O:28][C:29]([CH3:32])([CH3:31])[CH3:30])[CH2:21]1.CCN(C(C)C)C(C)C. The catalyst is C(Cl)Cl. The product is [Cl:17][C:14]1[CH:15]=[C:16]2[C:11](=[CH:12][N:13]=1)[N:10]=[CH:9][CH:8]=[C:7]2[N:20]1[CH2:25][CH2:24][CH2:23][C@H:22]([NH:26][C:27](=[O:33])[O:28][C:29]([CH3:31])([CH3:30])[CH3:32])[CH2:21]1. The yield is 0.610. (3) The reactants are [NH2:1][C:2]1[CH:7]=[CH:6][CH:5]=[CH:4][C:3]=1[CH:8]1[C:17]([CH3:19])([CH3:18])[CH2:16][C:15]2[C:10](=[CH:11][CH:12]=[C:13]([C:20]([O:22][CH3:23])=[O:21])[CH:14]=2)[NH:9]1.C(N(CC)C(C)C)(C)C.[N:33]1[CH:38]=[CH:37][CH:36]=[CH:35][C:34]=1[C:39](Cl)=[O:40]. The catalyst is ClCCl. The product is [CH3:19][C:17]1([CH3:18])[CH2:16][C:15]2[C:10](=[CH:11][CH:12]=[C:13]([C:20]([O:22][CH3:23])=[O:21])[CH:14]=2)[NH:9][CH:8]1[C:3]1[CH:4]=[CH:5][CH:6]=[CH:7][C:2]=1[NH:1][C:39](=[O:40])[C:34]1[CH:35]=[CH:36][CH:37]=[CH:38][N:33]=1. The yield is 0.600. (4) The yield is 0.580. The product is [Cl:21][C:5]1[C:6]([NH:8][C:9]2[CH:14]=[CH:13][CH:12]=[CH:11][C:10]=2[S:15]([N:18]([CH3:20])[CH3:19])(=[O:17])=[O:16])=[N:7][C:2]([NH:22][C:23]2[C:36]([O:37][CH3:38])=[CH:35][C:26]3[CH2:27][CH2:28][N:29]([CH2:32][CH2:33][OH:34])[CH2:30][CH2:31][C:25]=3[CH:24]=2)=[N:3][CH:4]=1. The reactants are Cl[C:2]1[N:7]=[C:6]([NH:8][C:9]2[CH:14]=[CH:13][CH:12]=[CH:11][C:10]=2[S:15]([N:18]([CH3:20])[CH3:19])(=[O:17])=[O:16])[C:5]([Cl:21])=[CH:4][N:3]=1.[NH2:22][C:23]1[C:36]([O:37][CH3:38])=[CH:35][C:26]2[CH2:27][CH2:28][N:29]([CH2:32][CH2:33][OH:34])[CH2:30][CH2:31][C:25]=2[CH:24]=1. No catalyst specified. (5) The reactants are [NH2:1][C:2]1[CH:7]=[CH:6][C:5]([OH:8])=[CH:4][CH:3]=1.CC(C)([O-])C.[K+].C1COCC1.Cl[C:21]1[CH:26]=[CH:25][N:24]=[C:23]([C:27]([NH:29][CH3:30])=[O:28])[CH:22]=1.C(=O)([O-])[O-].[K+].[K+]. The catalyst is CN(C=O)C. The product is [CH3:30][NH:29][C:27]([C:23]1[CH:22]=[C:21]([O:8][C:5]2[CH:6]=[CH:7][C:2]([NH2:1])=[CH:3][CH:4]=2)[CH:26]=[CH:25][N:24]=1)=[O:28]. The yield is 0.800. (6) The yield is 0.960. The product is [NH2:11][C:5]1[CH:4]=[CH:3][C:2]([CH3:1])=[CH:10][C:6]=1[C:7]([OH:9])=[O:8]. The catalyst is C(O)C.[Pd]. The reactants are [CH3:1][C:2]1[CH:3]=[CH:4][C:5]([N+:11]([O-])=O)=[C:6]([CH:10]=1)[C:7]([OH:9])=[O:8]. (7) The reactants are [CH:1]1[C:13]2[NH:12][C:11]3[C:6](=[CH:7][CH:8]=[CH:9][CH:10]=3)[C:5]=2[CH:4]=[CH:3][CH:2]=1.[Br:14]N1C(=O)CCC1=O. The catalyst is ClCCl. The product is [Br:14][C:3]1[CH:2]=[CH:1][C:13]2[NH:12][C:11]3[C:6]([C:5]=2[CH:4]=1)=[CH:7][CH:8]=[CH:9][CH:10]=3. The yield is 0.710. (8) The reactants are [NH2:1][C:2]1[CH:3]=[CH:4][C:5]([O:11][C:12]2[CH:17]=[CH:16][CH:15]=[CH:14][CH:13]=2)=[C:6]([C:8](=O)[CH3:9])[CH:7]=1.[BH4-].[Na+].[Al+3].[Cl-].[Cl-].[Cl-].O. The catalyst is C1COCC1. The product is [CH2:8]([C:6]1[CH:7]=[C:2]([NH2:1])[CH:3]=[CH:4][C:5]=1[O:11][C:12]1[CH:13]=[CH:14][CH:15]=[CH:16][CH:17]=1)[CH3:9]. The yield is 0.100.